From a dataset of Full USPTO retrosynthesis dataset with 1.9M reactions from patents (1976-2016). Predict the reactants needed to synthesize the given product. (1) The reactants are: Br[C:2]1[C:10]2[N:9]3[CH2:11][CH2:12][NH:13][C:14](=[O:15])[C:8]3=[CH:7][C:6]=2[CH:5]=[C:4]([CH3:16])[CH:3]=1.[CH3:17]B1OB(C)OB(C)O1. Given the product [CH3:17][C:2]1[C:10]2[N:9]3[CH2:11][CH2:12][NH:13][C:14](=[O:15])[C:8]3=[CH:7][C:6]=2[CH:5]=[C:4]([CH3:16])[CH:3]=1, predict the reactants needed to synthesize it. (2) Given the product [CH2:8]([NH:7][C:2]([CH3:1])([CH2:3][OH:4])[CH2:5][OH:6])[C:9]1[CH:14]=[CH:13][CH:12]=[CH:11][CH:10]=1, predict the reactants needed to synthesize it. The reactants are: [CH3:1][C:2](/[N:7]=[CH:8]/[C:9]1[CH:14]=[CH:13][CH:12]=[CH:11][CH:10]=1)([CH2:5][OH:6])[CH2:3][OH:4].[BH4-].[Na+]. (3) Given the product [F:10][C:11]1[CH:12]=[C:13]([CH:16]=[CH:17][C:18]=1[O:19][CH2:2][CH2:3][CH2:4][N:5]1[CH2:9][CH2:8][CH2:7][CH2:6]1)[CH:14]=[O:15], predict the reactants needed to synthesize it. The reactants are: Cl[CH2:2][CH2:3][CH2:4][N:5]1[CH2:9][CH2:8][CH2:7][CH2:6]1.[F:10][C:11]1[CH:12]=[C:13]([CH:16]=[CH:17][C:18]=1[OH:19])[CH:14]=[O:15]. (4) Given the product [F:29][C:20]1[CH:21]=[C:22]([CH:27]=[CH:28][C:19]=1[C:18]1[N:17]=[C:5]([C:4]2[CH:8]=[CH:9][C:10]([C:11]3[C:15]([CH3:16])=[CH:14][S:13][CH:12]=3)=[C:2]([CH3:1])[CH:3]=2)[O:7][N:30]=1)[C:23]([O:25][CH3:26])=[O:24], predict the reactants needed to synthesize it. The reactants are: [CH3:1][C:2]1[CH:3]=[C:4]([CH:8]=[CH:9][C:10]=1[C:11]1[C:15]([CH3:16])=[CH:14][S:13][CH:12]=1)[C:5]([OH:7])=O.[NH2:17][C:18](=[N:30]O)[C:19]1[CH:28]=[CH:27][C:22]([C:23]([O:25][CH3:26])=[O:24])=[CH:21][C:20]=1[F:29]. (5) Given the product [CH3:16][O:17][C:18](=[O:30])[CH2:19][C@H:20]1[C:24]2[CH:25]=[CH:26][C:27]([O:13][C@H:8]3[C:9]4[C:5](=[C:4]([O:3][C:2]([F:14])([F:15])[F:1])[CH:12]=[CH:11][CH:10]=4)[CH2:6][CH2:7]3)=[CH:28][C:23]=2[O:22][CH2:21]1, predict the reactants needed to synthesize it. The reactants are: [F:1][C:2]([F:15])([F:14])[O:3][C:4]1[CH:12]=[CH:11][CH:10]=[C:9]2[C:5]=1[CH2:6][CH2:7][C@@H:8]2[OH:13].[CH3:16][O:17][C:18](=[O:30])[CH2:19][C@H:20]1[C:24]2[CH:25]=[CH:26][C:27](O)=[CH:28][C:23]=2[O:22][CH2:21]1. (6) Given the product [CH3:16][N:12]1[C:13](=[O:15])[C:14]2[C:6]([S:5][CH2:4][CH2:3][CH2:2][NH:1][C:40](=[O:42])[CH3:41])=[C:7]([CH2:22][C:23]3[C:32]4[C:27](=[CH:28][CH:29]=[CH:30][CH:31]=4)[CH:26]=[CH:25][CH:24]=3)[S:8][C:9]=2[N:10]([CH2:18][CH:19]([CH3:20])[CH3:21])[C:11]1=[O:17], predict the reactants needed to synthesize it. The reactants are: [NH2:1][CH2:2][CH2:3][CH2:4][S:5][C:6]1[C:14]2[C:13](=[O:15])[N:12]([CH3:16])[C:11](=[O:17])[N:10]([CH2:18][CH:19]([CH3:21])[CH3:20])[C:9]=2[S:8][C:7]=1[CH2:22][C:23]1[C:32]2[C:27](=[CH:28][CH:29]=[CH:30][CH:31]=2)[CH:26]=[CH:25][CH:24]=1.C(N(CC)CC)C.[C:40](Cl)(=[O:42])[CH3:41].O.